From a dataset of Acute oral toxicity (LD50) regression data from Zhu et al.. Regression/Classification. Given a drug SMILES string, predict its toxicity properties. Task type varies by dataset: regression for continuous values (e.g., LD50, hERG inhibition percentage) or binary classification for toxic/non-toxic outcomes (e.g., AMES mutagenicity, cardiotoxicity, hepatotoxicity). Dataset: ld50_zhu. (1) The compound is CCP(=S)(OC)Sc1ccc(C(C)(C)C)cc1. The rat oral LD50 is 3.21, given as -log10 of the dose in mol/kg body weight (higher means more acutely toxic). (2) The molecule is CN1C(=O)C(O)N=C(c2ccccc2)c2cc(Cl)ccc21. The rat oral LD50 is 2.18, given as -log10 of the dose in mol/kg body weight (higher means more acutely toxic).